This data is from Forward reaction prediction with 1.9M reactions from USPTO patents (1976-2016). The task is: Predict the product of the given reaction. (1) Given the reactants [Cl:1][C:2]1[CH:3]=[C:4]2[C:9](=[CH:10][C:11]=1[O:12][C:13]1[CH:18]=[CH:17][C:16]([C:19](=[O:32])[NH:20][C:21]3[CH:30]=[CH:29][C:28]4[C:23](=[CH:24][CH:25]=[C:26]([Cl:31])[CH:27]=4)[N:22]=3)=[CH:15][CH:14]=1)[O:8][CH2:7][CH2:6][CH:5]2[C:33]([OH:35])=[O:34].C(C(CCCC)C([O-])=O)C.[Na+:46].CCCCCC, predict the reaction product. The product is: [Cl:1][C:2]1[CH:3]=[C:4]2[C:9](=[CH:10][C:11]=1[O:12][C:13]1[CH:14]=[CH:15][C:16]([C:19](=[O:32])[NH:20][C:21]3[CH:30]=[CH:29][C:28]4[C:23](=[CH:24][CH:25]=[C:26]([Cl:31])[CH:27]=4)[N:22]=3)=[CH:17][CH:18]=1)[O:8][CH2:7][CH2:6][CH:5]2[C:33]([O-:35])=[O:34].[Na+:46]. (2) Given the reactants [C:1]([Si:5]([C:27]1[CH:32]=[CH:31][CH:30]=[CH:29][CH:28]=1)([C:21]1[CH:26]=[CH:25][CH:24]=[CH:23][CH:22]=1)[O:6][CH2:7][CH2:8][CH2:9][CH2:10][C:11]#[C:12][CH2:13][O:14]C1CCCCO1)([CH3:4])([CH3:3])[CH3:2], predict the reaction product. The product is: [Si:5]([O:6][CH2:7][CH2:8][CH2:9][CH2:10][C:11]#[C:12][CH2:13][OH:14])([C:1]([CH3:3])([CH3:4])[CH3:2])([C:27]1[CH:28]=[CH:29][CH:30]=[CH:31][CH:32]=1)[C:21]1[CH:22]=[CH:23][CH:24]=[CH:25][CH:26]=1. (3) Given the reactants FC(F)(F)C(O)=O.C([NH:12][C:13](=[O:26])[C@@H:14]1[CH2:18][C@H:17](OC2C=CC=CC=2)[CH2:16][NH:15]1)(C)(C)C.[C:27]1([OH:37])[C:36]2[C:31](=[CH:32][CH:33]=[CH:34][CH:35]=2)[CH:30]=[CH:29][CH:28]=1.C1(O)C=CC=CC=1, predict the reaction product. The product is: [C:27]1([O:37][N:15]2[CH2:16][CH2:17][CH2:18][C@H:14]2[C:13]([NH2:12])=[O:26])[C:36]2[C:31](=[CH:32][CH:33]=[CH:34][CH:35]=2)[CH:30]=[CH:29][CH:28]=1. (4) Given the reactants [CH2:1]1[C:14]2[C:5](=[N:6][C:7]([C:15](OCC)=[O:16])=[C:8]3[C:13]=2[CH:12]=[CH:11][CH:10]=[CH:9]3)[CH2:4][CH2:3][CH2:2]1.[BH4-].[Li+], predict the reaction product. The product is: [OH:16][CH2:15][C:7]1[N:6]=[C:5]2[C:14](=[C:13]3[C:8]=1[CH:9]=[CH:10][CH:11]=[CH:12]3)[CH2:1][CH2:2][CH2:3][CH2:4]2. (5) Given the reactants [Br:1][C:2]1[CH:7]=[CH:6][CH:5]=[CH:4][C:3]=1[SH:8].Br[CH2:10][C:11]([O:13]C)=[O:12].N1C=CC=CC=1.[OH-].[Na+], predict the reaction product. The product is: [Br:1][C:2]1[CH:7]=[CH:6][CH:5]=[CH:4][C:3]=1[S:8][CH2:10][C:11]([OH:13])=[O:12].